This data is from Forward reaction prediction with 1.9M reactions from USPTO patents (1976-2016). The task is: Predict the product of the given reaction. Given the reactants Cl.[NH2:2][CH2:3][C:4]([O:6][CH2:7][CH3:8])=[O:5].[OH-].[Na+].[C:11]([O:15][CH2:16][CH3:17])(=[O:14])[CH:12]=[CH2:13], predict the reaction product. The product is: [CH2:7]([O:6][C:4](=[O:5])[CH2:3][NH:2][CH2:13][CH2:12][C:11]([O:15][CH2:16][CH3:17])=[O:14])[CH3:8].